Dataset: Peptide-MHC class II binding affinity with 134,281 pairs from IEDB. Task: Regression. Given a peptide amino acid sequence and an MHC pseudo amino acid sequence, predict their binding affinity value. This is MHC class II binding data. The peptide sequence is GVDNFCVKVLAPYMP. The MHC is DRB3_0202 with pseudo-sequence DRB3_0202. The binding affinity (normalized) is 0.448.